Dataset: NCI-60 drug combinations with 297,098 pairs across 59 cell lines. Task: Regression. Given two drug SMILES strings and cell line genomic features, predict the synergy score measuring deviation from expected non-interaction effect. (1) Drug 1: CN(C)N=NC1=C(NC=N1)C(=O)N. Drug 2: CC1CCCC2(C(O2)CC(NC(=O)CC(C(C(=O)C(C1O)C)(C)C)O)C(=CC3=CSC(=N3)C)C)C. Cell line: SF-295. Synergy scores: CSS=13.1, Synergy_ZIP=-2.87, Synergy_Bliss=-0.345, Synergy_Loewe=3.20, Synergy_HSA=2.37. (2) Drug 1: CN1C2=C(C=C(C=C2)N(CCCl)CCCl)N=C1CCCC(=O)O.Cl. Drug 2: CN(C(=O)NC(C=O)C(C(C(CO)O)O)O)N=O. Cell line: A498. Synergy scores: CSS=3.16, Synergy_ZIP=-0.888, Synergy_Bliss=1.60, Synergy_Loewe=1.00, Synergy_HSA=1.01. (3) Drug 1: CC1=C2C(C(=O)C3(C(CC4C(C3C(C(C2(C)C)(CC1OC(=O)C(C(C5=CC=CC=C5)NC(=O)OC(C)(C)C)O)O)OC(=O)C6=CC=CC=C6)(CO4)OC(=O)C)OC)C)OC. Drug 2: CC1=CC=C(C=C1)C2=CC(=NN2C3=CC=C(C=C3)S(=O)(=O)N)C(F)(F)F. Cell line: OVCAR-4. Synergy scores: CSS=42.5, Synergy_ZIP=10.7, Synergy_Bliss=12.9, Synergy_Loewe=-11.0, Synergy_HSA=15.3. (4) Drug 1: C1=C(C(=O)NC(=O)N1)N(CCCl)CCCl. Drug 2: C1=CC(=CC=C1CCCC(=O)O)N(CCCl)CCCl. Cell line: MCF7. Synergy scores: CSS=30.9, Synergy_ZIP=-9.20, Synergy_Bliss=-7.86, Synergy_Loewe=-4.54, Synergy_HSA=-1.96. (5) Drug 1: CC1CCCC2(C(O2)CC(NC(=O)CC(C(C(=O)C(C1O)C)(C)C)O)C(=CC3=CSC(=N3)C)C)C. Drug 2: N.N.Cl[Pt+2]Cl. Cell line: ACHN. Synergy scores: CSS=50.0, Synergy_ZIP=-2.37, Synergy_Bliss=-1.88, Synergy_Loewe=-3.44, Synergy_HSA=0.959. (6) Drug 1: CC12CCC3C(C1CCC2OP(=O)(O)O)CCC4=C3C=CC(=C4)OC(=O)N(CCCl)CCCl.[Na+]. Drug 2: COCCOC1=C(C=C2C(=C1)C(=NC=N2)NC3=CC=CC(=C3)C#C)OCCOC.Cl. Cell line: A498. Synergy scores: CSS=-3.12, Synergy_ZIP=6.96, Synergy_Bliss=16.2, Synergy_Loewe=-7.76, Synergy_HSA=-0.213. (7) Synergy scores: CSS=18.4, Synergy_ZIP=-1.30, Synergy_Bliss=1.05, Synergy_Loewe=-1.99, Synergy_HSA=2.58. Cell line: MDA-MB-435. Drug 1: CC1CCC2CC(C(=CC=CC=CC(CC(C(=O)C(C(C(=CC(C(=O)CC(OC(=O)C3CCCCN3C(=O)C(=O)C1(O2)O)C(C)CC4CCC(C(C4)OC)OCCO)C)C)O)OC)C)C)C)OC. Drug 2: N.N.Cl[Pt+2]Cl. (8) Drug 1: CC(C)NC(=O)C1=CC=C(C=C1)CNNC.Cl. Drug 2: CCC1(C2=C(COC1=O)C(=O)N3CC4=CC5=C(C=CC(=C5CN(C)C)O)N=C4C3=C2)O.Cl. Cell line: OVCAR-4. Synergy scores: CSS=7.88, Synergy_ZIP=-1.80, Synergy_Bliss=2.38, Synergy_Loewe=-7.80, Synergy_HSA=0.577. (9) Drug 1: C1=CN(C(=O)N=C1N)C2C(C(C(O2)CO)O)O.Cl. Drug 2: CC1=C(C=C(C=C1)C(=O)NC2=CC(=CC(=C2)C(F)(F)F)N3C=C(N=C3)C)NC4=NC=CC(=N4)C5=CN=CC=C5. Cell line: OVCAR-5. Synergy scores: CSS=1.60, Synergy_ZIP=1.92, Synergy_Bliss=2.30, Synergy_Loewe=1.06, Synergy_HSA=-0.759. (10) Drug 1: C1CC(C1)(C(=O)O)C(=O)O.[NH2-].[NH2-].[Pt+2]. Drug 2: CCN(CC)CCCC(C)NC1=C2C=C(C=CC2=NC3=C1C=CC(=C3)Cl)OC. Cell line: KM12. Synergy scores: CSS=23.8, Synergy_ZIP=-7.08, Synergy_Bliss=-0.712, Synergy_Loewe=-19.6, Synergy_HSA=-2.09.